Dataset: Full USPTO retrosynthesis dataset with 1.9M reactions from patents (1976-2016). Task: Predict the reactants needed to synthesize the given product. Given the product [Cl:31][C:26]1[CH:27]=[CH:28][CH:29]=[CH:30][C:25]=1[C:24]1[C:15]2[C:16](=[N:17][C:18]([S:20][CH3:21])=[N:19][C:14]=2[CH2:6][S:3]([N:2]([CH3:7])[CH3:1])(=[O:5])=[O:4])[N:22]([CH2:32][O:33][CH2:34][CH2:35][Si:36]([CH3:37])([CH3:39])[CH3:38])[N:23]=1, predict the reactants needed to synthesize it. The reactants are: [CH3:1][N:2]([CH3:7])[S:3]([CH3:6])(=[O:5])=[O:4].[Li]CCCC.Cl[C:14]1[N:19]=[C:18]([S:20][CH3:21])[N:17]=[C:16]2[N:22]([CH2:32][O:33][CH2:34][CH2:35][Si:36]([CH3:39])([CH3:38])[CH3:37])[N:23]=[C:24]([C:25]3[CH:30]=[CH:29][CH:28]=[CH:27][C:26]=3[Cl:31])[C:15]=12.